Dataset: Full USPTO retrosynthesis dataset with 1.9M reactions from patents (1976-2016). Task: Predict the reactants needed to synthesize the given product. (1) Given the product [F:21][C:22]1[CH:23]=[CH:24][C:25]([C:2]2[N:7]=[C:6]([C:8]3[N:12]4[CH:13]=[CH:14][C:15]([C:17]([F:20])([F:19])[F:18])=[N:16][C:11]4=[N:10][CH:9]=3)[CH:5]=[CH:4][N:3]=2)=[C:26]([CH:29]=1)[C:27]#[N:28], predict the reactants needed to synthesize it. The reactants are: Cl[C:2]1[N:7]=[C:6]([C:8]2[N:12]3[CH:13]=[CH:14][C:15]([C:17]([F:20])([F:19])[F:18])=[N:16][C:11]3=[N:10][CH:9]=2)[CH:5]=[CH:4][N:3]=1.[F:21][C:22]1[CH:23]=[CH:24][C:25](C2C=CC=C(C3N4C=CC(C(O)(C)C)=NC4=NC=3)N=2)=[C:26]([CH:29]=1)[C:27]#[N:28]. (2) The reactants are: [Si]([O:8][C@H:9]([C:30]1[CH:39]=[CH:38][C:37]([OH:40])=[C:36]2[C:31]=1[CH:32]=[CH:33][C:34](=[O:41])[NH:35]2)[CH2:10][NH:11][CH:12]1[CH2:17][CH2:16][N:15]([CH2:18][CH2:19][NH:20][S:21]([C:24]2[CH:29]=[CH:28][CH:27]=[CH:26][CH:25]=2)(=[O:23])=[O:22])[CH2:14][CH2:13]1)(C(C)(C)C)(C)C.F.F.F.C(N(CC)CC)C. Given the product [OH:8][C@H:9]([C:30]1[CH:39]=[CH:38][C:37]([OH:40])=[C:36]2[C:31]=1[CH:32]=[CH:33][C:34](=[O:41])[NH:35]2)[CH2:10][NH:11][CH:12]1[CH2:13][CH2:14][N:15]([CH2:18][CH2:19][NH:20][S:21]([C:24]2[CH:25]=[CH:26][CH:27]=[CH:28][CH:29]=2)(=[O:22])=[O:23])[CH2:16][CH2:17]1, predict the reactants needed to synthesize it. (3) Given the product [CH:2]([C:4]1[CH:9]=[CH:8][CH:7]=[CH:6][C:5]=1[CH:10]=[CH2:11])=[CH2:3].[CH3:12][N:13]([CH3:18])[C:14](=[O:17])[CH:15]=[CH2:16], predict the reactants needed to synthesize it. The reactants are: O.[CH:2]([C:4]1[CH:9]=[CH:8][CH:7]=[CH:6][C:5]=1[CH:10]=[CH2:11])=[CH2:3].[CH3:12][N:13]([CH3:18])[C:14](=[O:17])[CH:15]=[CH2:16]. (4) Given the product [Br:1][C:2]1[CH:3]=[C:4]([C:8]2([CH3:10])[O:13][CH2:12][CH2:11][O:9]2)[CH:5]=[CH:6][CH:7]=1, predict the reactants needed to synthesize it. The reactants are: [Br:1][C:2]1[CH:3]=[C:4]([C:8]([CH3:10])=[O:9])[CH:5]=[CH:6][CH:7]=1.[CH2:11](O)[CH2:12][OH:13].C1(C)C=CC(S(O)(=O)=O)=CC=1.O.